This data is from Reaction yield outcomes from USPTO patents with 853,638 reactions. The task is: Predict the reaction yield, written as a fraction of the theoretical maximum amount of product (1.0 means a 100% yield; for example, 0.34 means a 34% yield). (1) The reactants are [O:1]=[C:2]1[NH:7][C:6]2[CH:8]=[C:9]([CH2:12][N:13]3[CH2:18][CH2:17][N:16]([C:19]4[CH:27]=[CH:26][C:22]([C:23](O)=[O:24])=[CH:21][N:20]=4)[CH2:15][CH2:14]3)[CH:10]=[N:11][C:5]=2[N:4]2[CH2:28][CH2:29][CH2:30][C@@H:3]12.Cl.[CH2:32]([NH2:34])[CH3:33].CCN(C(C)C)C(C)C.CN(C(ON1N=NC2C=CC=NC1=2)=[N+](C)C)C.F[P-](F)(F)(F)(F)F. The catalyst is CN(C=O)C. The product is [CH2:32]([NH:34][C:23](=[O:24])[C:22]1[CH:26]=[CH:27][C:19]([N:16]2[CH2:17][CH2:18][N:13]([CH2:12][C:9]3[CH:10]=[N:11][C:5]4[N:4]5[CH2:28][CH2:29][CH2:30][C@H:3]5[C:2](=[O:1])[NH:7][C:6]=4[CH:8]=3)[CH2:14][CH2:15]2)=[N:20][CH:21]=1)[CH3:33]. The yield is 0.285. (2) The reactants are [Cl:1][C:2]1[CH:7]=[CH:6][C:5](/[CH:8]=[CH:9]/[C:10](OCC)=[O:11])=[CH:4][C:3]=1[F:15].[H-].C([Al+]CC(C)C)C(C)C. The catalyst is C1(C)C=CC=CC=1. The product is [Cl:1][C:2]1[CH:7]=[CH:6][C:5](/[CH:8]=[CH:9]/[CH2:10][OH:11])=[CH:4][C:3]=1[F:15]. The yield is 0.937.